This data is from Peptide-MHC class II binding affinity with 134,281 pairs from IEDB. The task is: Regression. Given a peptide amino acid sequence and an MHC pseudo amino acid sequence, predict their binding affinity value. This is MHC class II binding data. (1) The peptide sequence is KEIYNYMEPYVSKNP. The MHC is DRB1_1101 with pseudo-sequence DRB1_1101. The binding affinity (normalized) is 0.499. (2) The peptide sequence is NMVVERLGDYLVEQG. The MHC is DRB5_0101 with pseudo-sequence DRB5_0101. The binding affinity (normalized) is 0.377. (3) The peptide sequence is INELIASGSEKLASV. The MHC is DRB4_0101 with pseudo-sequence DRB4_0103. The binding affinity (normalized) is 0.514. (4) The peptide sequence is NQAFRNIVNMLHGVR. The MHC is DRB1_0405 with pseudo-sequence DRB1_0405. The binding affinity (normalized) is 0.508. (5) The peptide sequence is YPFIEQEGPEFFDQE. The MHC is DRB1_0101 with pseudo-sequence DRB1_0101. The binding affinity (normalized) is 0.408.